From a dataset of Full USPTO retrosynthesis dataset with 1.9M reactions from patents (1976-2016). Predict the reactants needed to synthesize the given product. Given the product [O:1]1[C:5]([C:6]2[CH:7]=[CH:8][C:9]([CH2:10][NH2:11])=[CH:12][CH:13]=2)=[CH:4][N:3]=[CH:2]1, predict the reactants needed to synthesize it. The reactants are: [O:1]1[C:5]([C:6]2[CH:13]=[CH:12][C:9]([C:10]#[N:11])=[CH:8][CH:7]=2)=[CH:4][N:3]=[CH:2]1.[BH4-].[Na+].O.N.